Dataset: Full USPTO retrosynthesis dataset with 1.9M reactions from patents (1976-2016). Task: Predict the reactants needed to synthesize the given product. (1) Given the product [CH3:26][S:27]([O:7][CH2:6][C@H:5]([NH:8][C:9]([O:10][CH2:11][C:12]1[CH:17]=[CH:16][CH:15]=[CH:14][CH:13]=1)=[O:18])[CH2:4][CH2:3][CH2:2][O:1][S:27]([CH3:26])(=[O:29])=[O:28])(=[O:29])=[O:28], predict the reactants needed to synthesize it. The reactants are: [OH:1][CH2:2][CH2:3][CH2:4][C@@H:5]([NH:8][C:9](=[O:18])[O:10][CH2:11][C:12]1[CH:17]=[CH:16][CH:15]=[CH:14][CH:13]=1)[CH2:6][OH:7].C(N(CC)CC)C.[CH3:26][S:27](Cl)(=[O:29])=[O:28].C(=O)(O)[O-].[Na+]. (2) Given the product [CH3:3][O:4][C:5]1[CH:6]=[CH:7][C:8]([CH2:9][NH:10][C:11]([C:13]2[CH:14]=[C:15]3[C:20](=[CH:21][CH:22]=2)[N:19]([CH3:36])[C:18](=[O:23])[N:17]([CH2:24][C:25]2[CH:30]=[CH:29][C:28]([O:31][CH3:32])=[CH:27][CH:26]=2)[C:16]3=[O:33])=[O:12])=[CH:34][CH:35]=1, predict the reactants needed to synthesize it. The reactants are: CI.[CH3:3][O:4][C:5]1[CH:35]=[CH:34][C:8]([CH2:9][NH:10][C:11]([C:13]2[CH:14]=[C:15]3[C:20](=[CH:21][CH:22]=2)[NH:19][C:18](=[O:23])[N:17]([CH2:24][C:25]2[CH:30]=[CH:29][C:28]([O:31][CH3:32])=[CH:27][CH:26]=2)[C:16]3=[O:33])=[O:12])=[CH:7][CH:6]=1.[CH3:36]N(C)C=O.C([O-])([O-])=O.[K+].[K+]. (3) Given the product [CH2:7]([N:6]1[C:5]2[CH:9]=[CH:10][CH:11]=[CH:12][C:4]=2[N:3]=[C:2]1[N:14]([CH3:13])[C:15]1[CH:20]=[CH:19][CH:18]=[CH:17][N:16]=1)[CH3:8], predict the reactants needed to synthesize it. The reactants are: Br[C:2]1[N:6]([CH2:7][CH3:8])[C:5]2[CH:9]=[CH:10][CH:11]=[CH:12][C:4]=2[N:3]=1.[CH3:13][NH:14][C:15]1[CH:20]=[CH:19][CH:18]=[CH:17][N:16]=1.CC(C)([O-])C.[Na+].